This data is from Catalyst prediction with 721,799 reactions and 888 catalyst types from USPTO. The task is: Predict which catalyst facilitates the given reaction. Reactant: [CH:1]1([C@H:4]([NH:9][C@H](C2C=CC=CC=2)C)[C:5]([CH3:8])([OH:7])[CH3:6])[CH2:3][CH2:2]1. Product: [NH2:9][C@@H:4]([CH:1]1[CH2:3][CH2:2]1)[C:5]([CH3:8])([OH:7])[CH3:6]. The catalyst class is: 105.